From a dataset of Catalyst prediction with 721,799 reactions and 888 catalyst types from USPTO. Predict which catalyst facilitates the given reaction. (1) Reactant: Cl.[NH2:2][CH2:3][C:4]1[CH:12]=[CH:11][CH:10]=[C:9]2[C:5]=1[C:6](=[O:22])[N:7]([CH:14]1[CH2:19][CH2:18][C:17](=[O:20])[NH:16][C:15]1=[O:21])[C:8]2=[O:13].N12CCCN=C1CCCCC2.[F:34][C:35]1[CH:40]=[CH:39][C:38]([CH2:41][C:42](O)=[O:43])=[CH:37][CH:36]=1.Cl.CN(C)CCCN=C=NCC. Product: [O:21]=[C:15]1[CH:14]([N:7]2[C:6](=[O:22])[C:5]3[C:9](=[CH:10][CH:11]=[CH:12][C:4]=3[CH2:3][NH:2][C:42](=[O:43])[CH2:41][C:38]3[CH:39]=[CH:40][C:35]([F:34])=[CH:36][CH:37]=3)[C:8]2=[O:13])[CH2:19][CH2:18][C:17](=[O:20])[NH:16]1. The catalyst class is: 23. (2) Reactant: [F:1][C:2]1([F:24])[CH2:7][CH2:6][CH:5]([CH2:8][NH:9][C:10]([C:12]2[C:13]3[CH:14]=[CH:15][C:16](Cl)=[N:17][C:18]=3[CH:19]=[CH:20][C:21]=2[Cl:22])=[O:11])[CH2:4][CH2:3]1.Cl.[CH2:26]([O:28][C:29](=[O:33])[CH2:30][CH2:31][NH2:32])[CH3:27]. Product: [CH2:26]([O:28][C:29](=[O:33])[CH2:30][CH2:31][NH:32][C:16]1[CH:15]=[CH:14][C:13]2[C:18](=[CH:19][CH:20]=[C:21]([Cl:22])[C:12]=2[C:10](=[O:11])[NH:9][CH2:8][CH:5]2[CH2:6][CH2:7][C:2]([F:24])([F:1])[CH2:3][CH2:4]2)[N:17]=1)[CH3:27]. The catalyst class is: 16. (3) Reactant: [N+:1]([C:4]1[CH:17]=[CH:16][C:15]2[C:14]3[C:9](=[CH:10][CH:11]=[CH:12][CH:13]=3)[CH2:8][CH2:7][C:6]=2[CH:5]=1)([O-:3])=[O:2].ClC1C(=O)C(C#N)=C(C#N)C(=O)C=1Cl. Product: [N+:1]([C:4]1[CH:17]=[CH:16][C:15]2[C:14]3[C:9](=[CH:10][CH:11]=[CH:12][CH:13]=3)[CH:8]=[CH:7][C:6]=2[CH:5]=1)([O-:3])=[O:2]. The catalyst class is: 12.